Dataset: Catalyst prediction with 721,799 reactions and 888 catalyst types from USPTO. Task: Predict which catalyst facilitates the given reaction. (1) Reactant: [NH2:1][C:2]1[NH:3][C:4](=O)[C:5]([C:13]#[N:14])=[C:6]([C:8]2[O:9][CH:10]=[CH:11][CH:12]=2)[N:7]=1.P(Cl)(Cl)([Cl:18])=O. Product: [NH2:1][C:2]1[N:3]=[C:4]([Cl:18])[C:5]([C:13]#[N:14])=[C:6]([C:8]2[O:9][CH:10]=[CH:11][CH:12]=2)[N:7]=1. The catalyst class is: 4. (2) Reactant: [CH3:1][O:2][C:3]1[CH:12]=[C:11]2[C:6]([CH2:7][C:8]([CH3:23])([CH3:22])[N:9]([CH2:13][C:14]3[CH:19]=[CH:18][CH:17]=[C:16]([O:20][CH3:21])[CH:15]=3)[CH2:10]2)=[CH:5][C:4]=1[O:24][Si](C(C)C)(C(C)C)C(C)C.[NH2:35][S:36](Cl)(=[O:38])=[O:37]. Product: [S:36](=[O:38])(=[O:37])([O:24][C:4]1[CH:5]=[C:6]2[C:11](=[CH:12][C:3]=1[O:2][CH3:1])[CH2:10][N:9]([CH2:13][C:14]1[CH:19]=[CH:18][CH:17]=[C:16]([O:20][CH3:21])[CH:15]=1)[C:8]([CH3:23])([CH3:22])[CH2:7]2)[NH2:35]. The catalyst class is: 44. (3) Reactant: [C:1]([CH:5]1[CH2:10][CH2:9][CH:8]([O:11][C:12]2[CH:13]=[C:14]3[C:18](=[CH:19][CH:20]=2)[NH:17][CH2:16][CH2:15]3)[CH2:7][CH2:6]1)([CH3:4])([CH3:3])[CH3:2].C(N(CC)CC)C.[Cl:28][CH2:29][C:30](Cl)=[O:31]. Product: [C:1]([C@H:5]1[CH2:10][CH2:9][C@H:8]([O:11][C:12]2[CH:13]=[C:14]3[C:18](=[CH:19][CH:20]=2)[N:17]([C:30](=[O:31])[CH2:29][Cl:28])[CH2:16][CH2:15]3)[CH2:7][CH2:6]1)([CH3:4])([CH3:2])[CH3:3]. The catalyst class is: 4. (4) Reactant: [OH:1][CH2:2][C:3]1[CH:8]=[CH:7][C:6]([CH:9]([OH:13])[CH2:10][NH:11][CH3:12])=[CH:5][CH:4]=1.[Cl:14][C:15]1[CH:37]=[CH:36][C:18]([CH2:19][NH:20][C:21]([C:23]2[C:24](=[O:35])[C:25]3[CH:32]=[C:31]([CH2:33]Cl)[S:30][C:26]=3[N:27]([CH3:29])[CH:28]=2)=[O:22])=[CH:17][CH:16]=1.C(N(C(C)C)CC)(C)C. Product: [Cl:14][C:15]1[CH:37]=[CH:36][C:18]([CH2:19][NH:20][C:21]([C:23]2[C:24](=[O:35])[C:25]3[CH:32]=[C:31]([CH2:33][N:11]([CH2:10][C@@H:9]([OH:13])[C:6]4[CH:7]=[CH:8][C:3]([CH2:2][OH:1])=[CH:4][CH:5]=4)[CH3:12])[S:30][C:26]=3[N:27]([CH3:29])[CH:28]=2)=[O:22])=[CH:17][CH:16]=1. The catalyst class is: 3. (5) Reactant: Cl.[CH:2]1([CH2:5][O:6][C:7]2[CH:8]=[C:9]([C@@H:17]([O:28][C:29]([C@H:31]3[NH:35][CH2:34][CH2:33][S:32]3)=[O:30])[CH2:18][C:19]3[C:24]([Cl:25])=[CH:23][N+:22]([O-:26])=[CH:21][C:20]=3[Cl:27])[CH:10]=[CH:11][C:12]=2[O:13][CH:14]([F:16])[F:15])[CH2:4][CH2:3]1.Cl[S:37]([C:40]1[CH:41]=[C:42]([CH:46]=[CH:47][CH:48]=1)[C:43]([OH:45])=[O:44])(=[O:39])=[O:38]. Product: [C:43]([C:42]1[CH:41]=[C:40]([S:37]([N:35]2[CH2:34][CH2:33][S:32][C@H:31]2[C:29]([O:28][C@H:17]([C:9]2[CH:10]=[CH:11][C:12]([O:13][CH:14]([F:16])[F:15])=[C:7]([O:6][CH2:5][CH:2]3[CH2:4][CH2:3]3)[CH:8]=2)[CH2:18][C:19]2[C:24]([Cl:25])=[CH:23][N+:22]([O-:26])=[CH:21][C:20]=2[Cl:27])=[O:30])(=[O:39])=[O:38])[CH:48]=[CH:47][CH:46]=1)([OH:45])=[O:44]. The catalyst class is: 17. (6) Reactant: [CH3:1][O:2][C:3]1[CH:12]=[C:11]([CH3:13])[C:10]2[NH:9][C:8](=[O:14])[C:7]3[S:15][CH:16]=[CH:17][C:6]=3[C:5]=2[C:4]=1[C:18]1[CH:23]=[CH:22][C:21]([C@@H:24]([CH2:34][CH3:35])[CH2:25][NH:26]C(=O)OC(C)(C)C)=[CH:20][CH:19]=1.Cl. Product: [NH2:26][CH2:25][C@@H:24]([C:21]1[CH:20]=[CH:19][C:18]([C:4]2[C:5]3[C:6]4[CH:17]=[CH:16][S:15][C:7]=4[C:8](=[O:14])[NH:9][C:10]=3[C:11]([CH3:13])=[CH:12][C:3]=2[O:2][CH3:1])=[CH:23][CH:22]=1)[CH2:34][CH3:35]. The catalyst class is: 28.